Dataset: Full USPTO retrosynthesis dataset with 1.9M reactions from patents (1976-2016). Task: Predict the reactants needed to synthesize the given product. Given the product [Cl:16][C:13]1[CH:12]=[CH:11][C:10]([C:8](=[O:9])[C:7](=[C:20]2[S:22][CH2:23][S:21]2)[C:4]2[CH:5]=[CH:6][N:1]=[CH:2][CH:3]=2)=[CH:15][CH:14]=1, predict the reactants needed to synthesize it. The reactants are: [N:1]1[CH:6]=[CH:5][C:4]([CH2:7][C:8]([C:10]2[CH:15]=[CH:14][C:13]([Cl:16])=[CH:12][CH:11]=2)=[O:9])=[CH:3][CH:2]=1.BrCBr.[C:20](=[S:22])=[S:21].[C:23](=O)([O-])[O-].[K+].[K+].